From a dataset of Full USPTO retrosynthesis dataset with 1.9M reactions from patents (1976-2016). Predict the reactants needed to synthesize the given product. Given the product [Cl:18][C:11]1[C:12]2[O:13][C:5]3[CH:4]=[CH:3][C:2]([Cl:1])=[CH:15][C:6]=3[C:7]=2[N:8]=[CH:9][N:10]=1, predict the reactants needed to synthesize it. The reactants are: [Cl:1][C:2]1[CH:3]=[CH:4][C:5]2[O:13][C:12]3[C:11](=O)[NH:10][CH:9]=[N:8][C:7]=3[C:6]=2[CH:15]=1.P(Cl)(Cl)([Cl:18])=O.